This data is from Full USPTO retrosynthesis dataset with 1.9M reactions from patents (1976-2016). The task is: Predict the reactants needed to synthesize the given product. (1) Given the product [CH3:28][C@H:29]1[CH2:33][O:32][C@@H:31]([C:34]([O:36][CH2:37][CH3:38])=[O:35])[N:30]1[C:39](=[O:52])[C:40]1[CH:45]=[C:44]([CH3:46])[CH:43]=[CH:42][C:41]=1[N:47]1[N:51]=[CH:50][CH:49]=[N:48]1, predict the reactants needed to synthesize it. The reactants are: C(OCC)(=O)C=O.N[C@@H](C)CO.CC1C=CC(N2N=CC=N2)=C(C=1)C(O)=O.[CH3:28][C@H:29]1[CH2:33][O:32][CH:31]([C:34]([O:36][CH2:37][CH3:38])=[O:35])[N:30]1[C:39](=[O:52])[C:40]1[CH:45]=[C:44]([CH3:46])[CH:43]=[CH:42][C:41]=1[N:47]1[N:51]=[CH:50][CH:49]=[N:48]1. (2) Given the product [I:17][C:14]1[N:10]2[N:11]=[CH:12][CH:13]=[C:8]([C:3]3[CH:4]=[N:5][CH:6]=[CH:7][C:2]=3[CH3:1])[C:9]2=[N:16][CH:15]=1, predict the reactants needed to synthesize it. The reactants are: [CH3:1][C:2]1[CH:7]=[CH:6][N:5]=[CH:4][C:3]=1[C:8]1[C:9]2[N:10]([CH:14]=[CH:15][N:16]=2)[N:11]=[CH:12][CH:13]=1.[I:17]N1C(=O)CCC1=O.C(O)(C(F)(F)F)=O. (3) Given the product [I-:45].[CH:38]([NH:41][C:42]([O:43][CH2:44][N+:34]1([CH3:37])[CH2:33][CH2:32][N:31]([CH2:30][C:27]2[CH:26]=[CH:25][C:24]([C:22](=[O:23])[NH:21][C:5]3[CH:4]=[CH:3][C:2]([CH3:1])=[C:7]([NH:8][C:9]4[N:14]=[C:13]([C:15]5[CH:20]=[N:19][CH:18]=[CH:17][CH:16]=5)[CH:12]=[CH:11][N:10]=4)[CH:6]=3)=[CH:29][CH:28]=2)[CH2:36][CH2:35]1)=[O:46])([CH3:40])[CH3:39], predict the reactants needed to synthesize it. The reactants are: [CH3:1][C:2]1[CH:3]=[CH:4][C:5]([NH:21][C:22]([C:24]2[CH:25]=[CH:26][C:27]([CH2:30][N:31]3[CH2:36][CH2:35][N:34]([CH3:37])[CH2:33][CH2:32]3)=[CH:28][CH:29]=2)=[O:23])=[CH:6][C:7]=1[NH:8][C:9]1[N:10]=[CH:11][CH:12]=[C:13]([C:15]2[CH:16]=[CH:17][CH:18]=[N:19][CH:20]=2)[N:14]=1.[CH:38]([NH:41][C:42](=[O:46])[O:43][CH2:44][I:45])([CH3:40])[CH3:39]. (4) The reactants are: C1(S([N:10]2[C:14]3=[N:15][CH:16]=[C:17]([N:19]4[CH2:24][CH2:23][O:22][CH2:21][CH2:20]4)[CH:18]=[C:13]3[C:12]([C:25]3[CH:26]=[N:27][NH:28][CH:29]=3)=[CH:11]2)(=O)=O)C=CC=CC=1.[OH-].[Na+].C(Cl)Cl. Given the product [N:19]1([C:17]2[CH:18]=[C:13]3[C:12]([C:25]4[CH:29]=[N:28][NH:27][CH:26]=4)=[CH:11][NH:10][C:14]3=[N:15][CH:16]=2)[CH2:24][CH2:23][O:22][CH2:21][CH2:20]1, predict the reactants needed to synthesize it. (5) Given the product [Cl:19][C:20]1[CH:25]=[CH:24][C:23]([C:2]2[C:11]3[C:6](=[CH:7][CH:8]=[CH:9][CH:10]=3)[CH:5]=[C:4]([NH:12][C:13]3[CH:17]=[C:16]([CH3:18])[NH:15][N:14]=3)[N:3]=2)=[CH:22][CH:21]=1, predict the reactants needed to synthesize it. The reactants are: Cl[C:2]1[C:11]2[C:6](=[CH:7][CH:8]=[CH:9][CH:10]=2)[CH:5]=[C:4]([NH:12][C:13]2[CH:17]=[C:16]([CH3:18])[NH:15][N:14]=2)[N:3]=1.[Cl:19][C:20]1[CH:25]=[CH:24][C:23](B(O)O)=[CH:22][CH:21]=1.